This data is from Reaction yield outcomes from USPTO patents with 853,638 reactions. The task is: Predict the reaction yield, written as a fraction of the theoretical maximum amount of product (1.0 means a 100% yield; for example, 0.34 means a 34% yield). (1) The reactants are [NH2:1][C:2]1[C:3]([C:8]([O:10][CH3:11])=[O:9])=[N:4][CH:5]=[CH:6][N:7]=1.[Br:12]N1C(=O)CCC1=O. The catalyst is CC#N. The product is [NH2:1][C:2]1[C:3]([C:8]([O:10][CH3:11])=[O:9])=[N:4][C:5]([Br:12])=[CH:6][N:7]=1. The yield is 0.920. (2) The reactants are [C:1]1(=[O:14])[C:6]2[NH:7][C:8]3[C:13]([C:5]=2[CH2:4][CH2:3][NH:2]1)=[CH:12][CH:11]=[CH:10][CH:9]=3.I[C:16]1[CH:17]=[N:18][CH:19]=[CH:20][C:21]=1[CH3:22].P([O-])([O-])([O-])=O.[K+].[K+].[K+]. The catalyst is [Cu](I)I.O1CCOCC1. The product is [CH3:22][C:21]1[CH:20]=[CH:19][N:18]=[CH:17][C:16]=1[N:2]1[CH2:3][CH2:4][C:5]2[C:13]3[C:8](=[CH:9][CH:10]=[CH:11][CH:12]=3)[NH:7][C:6]=2[C:1]1=[O:14]. The yield is 0.0200. (3) The reactants are C(Cl)(=O)C(Cl)=O.[CH:7]1([CH2:13][C:14]([OH:16])=O)[CH2:12][CH2:11][CH2:10][CH2:9][CH2:8]1.C([O-])(O)=O.[Na+].[CH2:22]([S:24][C:25]1[C:34]([NH2:35])=[CH:33][C:32]2[C:27](=[CH:28][CH:29]=[CH:30][CH:31]=2)[N:26]=1)[CH3:23]. The catalyst is C(Cl)Cl.CC(=O)OCC.CCCCCC.CC(=O)OCC.CN(C=O)C. The product is [CH:7]1([CH2:13][C:14]([NH:35][C:34]2[C:25]([S:24][CH2:22][CH3:23])=[N:26][C:27]3[C:32]([CH:33]=2)=[CH:31][CH:30]=[CH:29][CH:28]=3)=[O:16])[CH2:8][CH2:9][CH2:10][CH2:11][CH2:12]1. The yield is 0.510. (4) The catalyst is C(Cl)(Cl)Cl. The product is [CH2:19]([N:8]([CH2:1][C:2]1[CH:7]=[CH:6][CH:5]=[CH:4][CH:3]=1)[CH:9]1[CH2:10][CH2:11][C:12](=[O:13])[CH2:17][CH2:18]1)[C:20]1[CH:21]=[CH:22][CH:23]=[CH:24][CH:25]=1. The reactants are [CH2:1]([N:8]([CH2:19][C:20]1[CH:25]=[CH:24][CH:23]=[CH:22][CH:21]=1)[CH:9]1[CH2:18][CH2:17][C:12]2(OCC[O:13]2)[CH2:11][CH2:10]1)[C:2]1[CH:7]=[CH:6][CH:5]=[CH:4][CH:3]=1.[CH2:19]([N:8]([CH2:1][C:2]1[CH:3]=[CH:4][CH:5]=[CH:6][CH:7]=1)[CH:9]1[CH2:10][CH2:11][C:12]2(OCC[O:13]2)[CH2:17][CH2:18]1)[C:20]1[CH:25]=[CH:24][CH:23]=[CH:22][CH:21]=1.Cl.C(=O)([O-])[O-].[K+].[K+]. The yield is 0.720. (5) The reactants are [OH:1][C:2]1[C:7]2[C@@:8]3([OH:45])[C@@:21]([O:25][CH3:26])([C@H:22]([OH:24])[CH2:23][C:6]=2[CH:5]=[C:4]([CH3:46])[C:3]=1[C:47]([O:49][CH3:50])=[O:48])[C:20](=[O:27])[C:19]1[C:10](=[CH:11][C:12]2[C:13](=[O:43])[C:14]([NH:30][C@@H:31]4[C@H:36]([O:37][CH3:38])[C@H:35]([OH:39])[C@@H:34]([O:40][CH3:41])[C@H:33]([CH3:42])[O:32]4)=[CH:15][C:16](=O)[C:17]=2[C:18]=1[OH:28])[C:9]3=[O:44].Cl.[NH2:52][OH:53]. The catalyst is CO.N1C=CC=CC=1.C(OCC)(=O)C. The product is [OH:1][C:2]1[C:7]2[C@@:8]3([OH:45])[C@@:21]([O:25][CH3:26])([C@H:22]([OH:24])[CH2:23][C:6]=2[CH:5]=[C:4]([CH3:46])[C:3]=1[C:47]([O:49][CH3:50])=[O:48])[C:20](=[O:27])[C:19]1[C:10](=[CH:11][C:12]2[C:13](=[O:43])[C:14]([NH:30][C@@H:31]4[C@H:36]([O:37][CH3:38])[C@H:35]([OH:39])[C@@H:34]([O:40][CH3:41])[C@H:33]([CH3:42])[O:32]4)=[CH:15]/[C:16](=[N:52]\[OH:53])/[C:17]=2[C:18]=1[OH:28])[C:9]3=[O:44]. The yield is 0.160. (6) The reactants are C[O:2][C:3]1[CH:21]=[CH:20][C:6]2[C:7]([C:10]3[CH:15]=[CH:14][C:13]([C:16]([F:19])([F:18])[F:17])=[CH:12][CH:11]=3)=[N:8][S:9][C:5]=2[CH:4]=1. The catalyst is C(O)(=O)C.Br. The product is [F:19][C:16]([F:17])([F:18])[C:13]1[CH:12]=[CH:11][C:10]([C:7]2[C:6]3[CH:20]=[CH:21][C:3]([OH:2])=[CH:4][C:5]=3[S:9][N:8]=2)=[CH:15][CH:14]=1. The yield is 0.830.